Predict the product of the given reaction. From a dataset of Forward reaction prediction with 1.9M reactions from USPTO patents (1976-2016). (1) The product is: [Cl:1][C:2]1[C:7]([N+:30]([O-:32])=[O:31])=[CH:6][C:5]([NH:8][S:9]([C:12]2[CH:17]=[CH:16][C:15]([CH3:18])=[CH:14][CH:13]=2)(=[O:10])=[O:11])=[C:4]([NH:19][S:20]([C:23]2[CH:24]=[CH:25][C:26]([CH3:29])=[CH:27][CH:28]=2)(=[O:21])=[O:22])[CH:3]=1. Given the reactants [Cl:1][C:2]1[CH:7]=[CH:6][C:5]([NH:8][S:9]([C:12]2[CH:17]=[CH:16][C:15]([CH3:18])=[CH:14][CH:13]=2)(=[O:11])=[O:10])=[C:4]([NH:19][S:20]([C:23]2[CH:28]=[CH:27][C:26]([CH3:29])=[CH:25][CH:24]=2)(=[O:22])=[O:21])[CH:3]=1.[N+:30]([O-])([OH:32])=[O:31], predict the reaction product. (2) Given the reactants [NH2:1][C:2]1[CH:3]=[CH:4][CH:5]=[C:6]2[C:10]=1[NH:9][C:8]([C:11](=[O:14])[CH2:12][CH3:13])=[C:7]2[CH3:15].[S:16]1[CH:20]=[CH:19][CH:18]=[C:17]1[S:21](Cl)(=[O:23])=[O:22], predict the reaction product. The product is: [CH3:15][C:7]1[C:6]2[C:10](=[C:2]([NH:1][S:21]([C:17]3[S:16][CH:20]=[CH:19][CH:18]=3)(=[O:23])=[O:22])[CH:3]=[CH:4][CH:5]=2)[NH:9][C:8]=1[C:11](=[O:14])[CH2:12][CH3:13]. (3) Given the reactants [CH3:1][C:2]1[CH:3]=[C:4]2[C:8](=[CH:9][CH:10]=1)[NH:7][C:6]([C:11]([NH2:13])=O)=[CH:5]2.P(Cl)(Cl)(Cl)=O.C(Cl)(Cl)Cl, predict the reaction product. The product is: [CH3:1][C:2]1[CH:3]=[C:4]2[C:8](=[CH:9][CH:10]=1)[NH:7][C:6]([C:11]#[N:13])=[CH:5]2. (4) Given the reactants F[C:2]1[CH:7]=[CH:6][C:5]([C:8](=[O:10])[CH3:9])=[CH:4][C:3]=1[C:11]([F:14])([F:13])[F:12].[NH:15]1[CH2:19][CH2:18][CH2:17][CH2:16]1.C(=O)([O-])[O-].[K+].[K+].C(#N)C, predict the reaction product. The product is: [N:15]1([C:2]2[CH:7]=[CH:6][C:5]([C:8](=[O:10])[CH3:9])=[CH:4][C:3]=2[C:11]([F:14])([F:13])[F:12])[CH2:19][CH2:18][CH2:17][CH2:16]1. (5) Given the reactants Br[C:2]1NC=CN=1.C1(S([N:16]2[C:24]3[C:19](=[CH:20][CH:21]=[CH:22][CH:23]=3)[C:18](B(O)O)=N2)(=O)=O)C=CC=CC=1.P([O-])([O-])(O)=O.[Na+].[Na+], predict the reaction product. The product is: [NH:16]1[C:24]2[C:19](=[CH:20][CH:21]=[CH:22][CH:23]=2)[CH:18]=[CH:2]1. (6) Given the reactants [Cl:1][C:2]1[CH:7]=[CH:6][C:5]([S:8][C@@H:9]2[C:18]3[C:13](=[C:14]([F:20])[CH:15]=[CH:16][C:17]=3[F:19])[O:12][CH2:11][C@H:10]2[CH:21]=O)=[CH:4][CH:3]=1.[CH2:23]([CH2:25][NH2:26])[OH:24].[BH4-].[Na+].CO, predict the reaction product. The product is: [Cl:1][C:2]1[CH:3]=[CH:4][C:5]([S:8][CH:9]2[C:18]3[C:13](=[C:14]([F:20])[CH:15]=[CH:16][C:17]=3[F:19])[O:12][CH2:11][CH:10]2[CH2:21][NH:26][CH2:25][CH2:23][OH:24])=[CH:6][CH:7]=1. (7) Given the reactants [Br:1][C:2]1[CH:3]=[C:4]([CH:7]=[O:8])[O:5][CH:6]=1.CC(=CC)C.P([O-])(O)(O)=[O:15].[Na+].Cl([O-])=O.[Na+], predict the reaction product. The product is: [Br:1][C:2]1[CH:3]=[C:4]([C:7]([OH:15])=[O:8])[O:5][CH:6]=1.